Dataset: Full USPTO retrosynthesis dataset with 1.9M reactions from patents (1976-2016). Task: Predict the reactants needed to synthesize the given product. (1) Given the product [C:32]([O:31][C:30]([NH:29][C:24](=[N:25][C:26](=[O:28])[O:27][C:3]([CH3:4])([CH3:18])[CH3:2])[NH:1][CH2:2][C:3]1[CH:18]=[CH:17][CH:16]=[C:5]([CH2:6][CH2:7][C:8]([OH:15])([CH2:9][CH2:10][CH3:11])[CH2:12][CH2:13][CH3:14])[CH:4]=1)=[O:36])([CH3:33])([CH3:34])[CH3:35], predict the reactants needed to synthesize it. The reactants are: [NH2:1][CH2:2][C:3]1[CH:4]=[C:5]([CH:16]=[CH:17][CH:18]=1)[CH2:6][CH2:7][C:8]([OH:15])([CH2:12][CH2:13][CH3:14])[CH2:9][CH2:10][CH3:11].N1([CH:24]([NH:29][C:30](=[O:36])[O:31][C:32]([CH3:35])([CH3:34])[CH3:33])[NH:25][C:26](=[O:28])[O-:27])C=CC=N1. (2) Given the product [C:19]1([C:25]2[C:29]([C:2]3[C:7](=[O:8])[CH:6]=[CH:5][N:4]([C:9]4[CH:14]=[CH:13][CH:12]=[C:11]([C:15]([F:18])([F:17])[F:16])[CH:10]=4)[N:3]=3)=[CH:28][N:27]([C:33]([C:46]3[CH:51]=[CH:50][CH:49]=[CH:48][CH:47]=3)([C:40]3[CH:41]=[CH:42][CH:43]=[CH:44][CH:45]=3)[C:34]3[CH:39]=[CH:38][CH:37]=[CH:36][CH:35]=3)[N:26]=2)[CH:24]=[CH:23][CH:22]=[CH:21][CH:20]=1, predict the reactants needed to synthesize it. The reactants are: Br[C:2]1[C:7](=[O:8])[CH:6]=[CH:5][N:4]([C:9]2[CH:14]=[CH:13][CH:12]=[C:11]([C:15]([F:18])([F:17])[F:16])[CH:10]=2)[N:3]=1.[C:19]1([C:25]2[C:29](B(O)O)=[CH:28][N:27]([C:33]([C:46]3[CH:51]=[CH:50][CH:49]=[CH:48][CH:47]=3)([C:40]3[CH:45]=[CH:44][CH:43]=[CH:42][CH:41]=3)[C:34]3[CH:39]=[CH:38][CH:37]=[CH:36][CH:35]=3)[N:26]=2)[CH:24]=[CH:23][CH:22]=[CH:21][CH:20]=1.C([O-])([O-])=O.[Na+].[Na+].COCCOC. (3) Given the product [F:39][C:36]([F:37])([F:38])[S:34]([C:31]1[CH:32]=[CH:33][C:28](/[CH:27]=[CH:26]/[C:23]2[O:24][CH:25]=[C:21]([CH2:20][O:18][C:15]3[CH:14]=[CH:13][C:12]([CH2:11][O:10][CH2:9][CH2:8][N:3]4[CH:7]=[CH:6][N:5]=[N:4]4)=[CH:17][CH:16]=3)[N:22]=2)=[CH:29][CH:30]=1)=[O:35], predict the reactants needed to synthesize it. The reactants are: [H-].[Na+].[N:3]1([CH2:8][CH2:9][O:10][CH2:11][C:12]2[CH:17]=[CH:16][C:15]([OH:18])=[CH:14][CH:13]=2)[CH:7]=[CH:6][N:5]=[N:4]1.Cl[CH2:20][C:21]1[N:22]=[C:23]([CH:26]=[CH:27][C:28]2[CH:33]=[CH:32][C:31]([S:34]([C:36]([F:39])([F:38])[F:37])=[O:35])=[CH:30][CH:29]=2)[O:24][CH:25]=1.O.